Predict the reaction yield, written as a fraction of the theoretical maximum amount of product (1.0 means a 100% yield; for example, 0.34 means a 34% yield). From a dataset of Reaction yield outcomes from USPTO patents with 853,638 reactions. (1) The reactants are Br[C:2]1[CH:3]=[C:4]2[C:9](=[CH:10][CH:11]=1)[CH:8]=[C:7]([CH2:12][CH2:13][OH:14])[CH:6]=[CH:5]2.[N:15]1[NH:16][C:17](=[O:21])[CH:18]=[CH:19][CH:20]=1.C([O-])([O-])=O.[K+].[K+]. The catalyst is N1C=CC=CC=1.[Cu]. The product is [OH:14][CH2:13][CH2:12][C:7]1[CH:8]=[C:9]2[C:4](=[CH:5][CH:6]=1)[CH:3]=[C:2]([N:16]1[C:17](=[O:21])[CH:18]=[CH:19][CH:20]=[N:15]1)[CH:11]=[CH:10]2. The yield is 0.540. (2) The reactants are [NH2:1][C:2]1[CH:10]=[C:9](C)[C:8](C)=[CH:7][C:3]=1[C:4](O)=[O:5].[C:13]([OH:16])(=O)C.[CH:17]([NH2:19])=N.[CH3:20][O:21]CCO. No catalyst specified. The product is [CH3:20][O:21][C:8]1[CH:7]=[C:3]2[C:2](=[CH:10][C:9]=1[O:16][CH3:13])[N:1]=[CH:17][N:19]=[C:4]2[OH:5]. The yield is 0.862. (3) The reactants are [CH3:1][C:2]1([CH3:10])[O:6][C@@:5]([CH3:9])([CH:7]=O)[CH2:4][O:3]1.Cl.[NH2:12][OH:13].C([O-])([O-])=O.[Na+].[Na+]. The catalyst is O.CO. The product is [CH3:1][C:2]1([CH3:10])[O:6][C@@:5]([CH3:9])([CH:7]=[N:12][OH:13])[CH2:4][O:3]1. The yield is 0.750. (4) The reactants are [C:1]([C:5]1[CH:25]=[CH:24][C:8]([CH2:9][NH:10][C:11]([C:13]2[C:14]([CH3:23])=[N:15][C:16]3[C:21]([CH:22]=2)=[CH:20][CH:19]=[CH:18][N:17]=3)=[O:12])=[CH:7][CH:6]=1)([CH3:4])([CH3:3])[CH3:2].[CH3:26][Mg]Br. The catalyst is C1COCC1. The product is [C:1]([C:5]1[CH:6]=[CH:7][C:8]([CH2:9][NH:10][C:11]([C:13]2[C:14]([CH3:23])=[N:15][C:16]3[C:21]([C:22]=2[CH3:26])=[CH:20][CH:19]=[CH:18][N:17]=3)=[O:12])=[CH:24][CH:25]=1)([CH3:4])([CH3:2])[CH3:3]. The yield is 0.320. (5) The reactants are ClCCl.[C:4]([C:8]1[CH:9]=[C:10]([NH:21][C:22]([NH:24][C@@H:25]2[C:34]3[C:29](=[CH:30][CH:31]=[CH:32][CH:33]=3)[C@H:28]([O:35][C:36]3[CH:37]=[CH:38][C:39]4[N:40]([C:42]([N:45]5[CH2:50][CH2:49][CH2:48][CH2:47][C@@H:46]5[CH3:51])=[N:43][N:44]=4)[CH:41]=3)[CH2:27][CH2:26]2)=[O:23])[N:11]([C:13]2[CH:18]=[CH:17][C:16]([CH2:19][OH:20])=[CH:15][CH:14]=2)[N:12]=1)([CH3:7])([CH3:6])[CH3:5].CC(OI1(OC(C)=O)(OC(C)=O)OC(=O)C2C=CC=CC1=2)=O.S(S([O-])=O)([O-])(=O)=O.[Na+].[Na+].C([O-])(O)=O.[Na+]. The catalyst is C(Cl)Cl.O. The product is [C:4]([C:8]1[CH:9]=[C:10]([NH:21][C:22]([NH:24][C@@H:25]2[C:34]3[C:29](=[CH:30][CH:31]=[CH:32][CH:33]=3)[C@H:28]([O:35][C:36]3[CH:37]=[CH:38][C:39]4[N:40]([C:42]([N:45]5[CH2:50][CH2:49][CH2:48][CH2:47][C@@H:46]5[CH3:51])=[N:43][N:44]=4)[CH:41]=3)[CH2:27][CH2:26]2)=[O:23])[N:11]([C:13]2[CH:18]=[CH:17][C:16]([CH:19]=[O:20])=[CH:15][CH:14]=2)[N:12]=1)([CH3:7])([CH3:5])[CH3:6]. The yield is 1.00. (6) The reactants are [OH:1][CH:2]([C:5]1[NH:13][C:12]2[C:7](=[N:8][CH:9]=[CH:10][C:11]=2[C:14]([O:16]C)=[O:15])[CH:6]=1)[CH2:3][CH3:4]. The catalyst is C(#N)C.O. The product is [OH:1][CH:2]([C:5]1[NH:13][C:12]2[C:7](=[N:8][CH:9]=[CH:10][C:11]=2[C:14]([OH:16])=[O:15])[CH:6]=1)[CH2:3][CH3:4]. The yield is 0.500. (7) The reactants are [Li]CCCC.C(NC(C)C)(C)C.[CH2:13]([N:20]1[CH:24]([CH3:25])[CH2:23][CH2:22][C:21]1=[O:26])[C:14]1[CH:19]=[CH:18][CH:17]=[CH:16][CH:15]=1.[C:27](=O)([O:30]C)[O:28][CH3:29]. The catalyst is C1COCC1. The product is [CH2:13]([N:20]1[CH:24]([CH3:25])[CH2:23][CH:22]([C:27]([O:28][CH3:29])=[O:30])[C:21]1=[O:26])[C:14]1[CH:19]=[CH:18][CH:17]=[CH:16][CH:15]=1. The yield is 0.0680. (8) The reactants are [NH2:1][C:2]1[CH:23]=[CH:22][C:5]([O:6][C:7]2[CH:8]=[CH:9][C:10]3[N:11]([CH:13]=[C:14]([NH:16][C:17]([CH:19]4[CH2:21][CH2:20]4)=[O:18])[N:15]=3)[CH:12]=2)=[C:4]([Cl:24])[CH:3]=1.[F:25][C:26]1[CH:31]=[CH:30][C:29]([N:32]2[C:37]([CH3:38])=[CH:36][CH:35]=[C:34]([C:39](O)=[O:40])[C:33]2=[O:42])=[CH:28][CH:27]=1.C(N(CC)C(C)C)(C)C.CN(C(ON1N=NC2C=CC=NC1=2)=[N+](C)C)C.F[P-](F)(F)(F)(F)F.C(=O)([O-])O.[Na+]. The catalyst is CN(C)C=O.O1CCCC1.C(OCC)(=O)C. The product is [Cl:24][C:4]1[CH:3]=[C:2]([NH:1][C:39]([C:34]2[C:33](=[O:42])[N:32]([C:29]3[CH:28]=[CH:27][C:26]([F:25])=[CH:31][CH:30]=3)[C:37]([CH3:38])=[CH:36][CH:35]=2)=[O:40])[CH:23]=[CH:22][C:5]=1[O:6][C:7]1[CH:8]=[CH:9][C:10]2[N:11]([CH:13]=[C:14]([NH:16][C:17]([CH:19]3[CH2:21][CH2:20]3)=[O:18])[N:15]=2)[CH:12]=1. The yield is 0.720. (9) The catalyst is CO.C(O)(=O)C. The product is [F:16][C:15]1[C:7]2[C:6]3[O:28][N:2]=[CH:4][C:5]=3[CH2:11][CH2:10][CH2:9][C:8]=2[CH:12]=[C:13]([N:17]2[CH2:21][C@H:20]([CH2:22][NH:23][C:24](=[O:26])[CH3:25])[O:19][C:18]2=[O:27])[CH:14]=1. The reactants are C[N:2]([CH:4]=[C:5]1[CH2:11][CH2:10][CH2:9][C:8]2[CH:12]=[C:13]([N:17]3[CH2:21][C@H:20]([CH2:22][NH:23][C:24](=[O:26])[CH3:25])[O:19][C:18]3=[O:27])[CH:14]=[C:15]([F:16])[C:7]=2[C:6]1=[O:28])C.O.Cl.NO.C([O-])([O-])=O.[Na+].[Na+]. The yield is 0.710. (10) The reactants are [Cl:1][C:2]1[CH:7]=[C:6]([CH2:8]SC)[CH:5]=[CH:4][C:3]=1[C:11]1[N:15]=[C:14]([C:16]2[N:17]=[C:18]3[C:23]([Cl:24])=[CH:22][C:21]([C:25]([F:28])([F:27])[F:26])=[CH:20][N:19]3[CH:29]=2)[O:13][N:12]=1.O[O:31][S:32]([O-:34])=O.[K+].[CH3:36]C(C)=O. The catalyst is O. The product is [Cl:1][C:2]1[CH:7]=[C:6]([CH2:8][S:32]([CH3:36])(=[O:34])=[O:31])[CH:5]=[CH:4][C:3]=1[C:11]1[N:15]=[C:14]([C:16]2[N:17]=[C:18]3[C:23]([Cl:24])=[CH:22][C:21]([C:25]([F:28])([F:26])[F:27])=[CH:20][N:19]3[CH:29]=2)[O:13][N:12]=1. The yield is 0.187.